Predict the reactants needed to synthesize the given product. From a dataset of Full USPTO retrosynthesis dataset with 1.9M reactions from patents (1976-2016). Given the product [Cl:1][C:2]1[C:3]([C:14]([NH:17][C:18]2[CH:40]=[CH:39][C:21]3[CH2:22][CH2:23][C:24]4[C:25]([C:36]([NH2:38])=[O:37])=[N:26][N:27]([C:29]5[CH:30]=[CH:31][C:32]([F:35])=[CH:33][CH:34]=5)[C:28]=4[C:20]=3[CH:19]=2)=[O:16])=[N:4][C:5]([N:8]2[CH2:9][CH2:10][O:11][CH2:12][CH2:13]2)=[CH:6][CH:7]=1, predict the reactants needed to synthesize it. The reactants are: [Cl:1][C:2]1[C:3]([C:14]([OH:16])=O)=[N:4][C:5]([N:8]2[CH2:13][CH2:12][O:11][CH2:10][CH2:9]2)=[CH:6][CH:7]=1.[NH2:17][C:18]1[CH:40]=[CH:39][C:21]2[CH2:22][CH2:23][C:24]3[C:25]([C:36]([NH2:38])=[O:37])=[N:26][N:27]([C:29]4[CH:34]=[CH:33][C:32]([F:35])=[CH:31][CH:30]=4)[C:28]=3[C:20]=2[CH:19]=1.CN(C(ON1N=NC2C=CC=NC1=2)=[N+](C)C)C.F[P-](F)(F)(F)(F)F.CN(C(ON1N=NC2C=CC=CC1=2)=[N+](C)C)C.F[P-](F)(F)(F)(F)F.